Dataset: Retrosynthesis with 50K atom-mapped reactions and 10 reaction types from USPTO. Task: Predict the reactants needed to synthesize the given product. (1) Given the product COCCN1C(=O)CCCc2ccc([N+](=O)[O-])cc21, predict the reactants needed to synthesize it. The reactants are: COCCBr.O=C1CCCc2ccc([N+](=O)[O-])cc2N1. (2) Given the product COc1cccc([C@H]2C[C@@H](NC(C)(C)c3cccc(C(F)(F)F)n3)C(=O)N2c2ccc(C(F)(F)F)cc2)c1, predict the reactants needed to synthesize it. The reactants are: COc1cccc([C@H]2C=C(NC(C)(C)c3cccc(C(F)(F)F)n3)C(=O)N2c2ccc(C(F)(F)F)cc2)c1. (3) Given the product CC(=O)O[C@@H]1CC2=CC=C3[C@H](CC[C@@]4(C)[C@H]3CC[C@@H]4C(C)C=O)[C@@]2(C)[C@@H](OC(=O)c2ccccc2)C1, predict the reactants needed to synthesize it. The reactants are: CC(=O)O[C@@H]1CC2=CC=C3[C@H](CC[C@@]4(C)[C@H]3CC[C@@H]4C(C)C3OCCO3)[C@@]2(C)[C@@H](OC(=O)c2ccccc2)C1. (4) Given the product CCOC(=O)Nc1cc(F)c(F)cc1C#N, predict the reactants needed to synthesize it. The reactants are: CCOC(=O)Cl.N#Cc1cc(F)c(F)cc1N. (5) Given the product N#Cc1ccc(Nc2nc(Cc3c(Cl)cccc3Cl)nc(N=[N+]=[N-])n2)cc1, predict the reactants needed to synthesize it. The reactants are: N#Cc1ccc(Nc2nc(Cl)nc(Cc3c(Cl)cccc3Cl)n2)cc1.[N-]=[N+]=[N-]. (6) Given the product COc1cc(NC(=O)c2ccc(OC(F)(F)F)cc2)ccc1-c1ccc2c(c1)C(=O)N([C@H](C(=O)O)C(C)C)C2, predict the reactants needed to synthesize it. The reactants are: COC(=O)[C@H](C(C)C)N1Cc2ccc(-c3ccc(NC(=O)c4ccc(OC(F)(F)F)cc4)cc3OC)cc2C1=O. (7) Given the product CCn1c2c(c(=O)n1-c1ccc(F)cc1F)[C@H]1CC[C@]2(C)C1(C)C, predict the reactants needed to synthesize it. The reactants are: CC1(C)[C@@H]2CC[C@@]1(C)c1[nH]n(-c3ccc(F)cc3F)c(=O)c12.CCI. (8) Given the product CC(=O)C(C)N(C=O)c1cc(Cl)cc(NC=O)c1, predict the reactants needed to synthesize it. The reactants are: CC(=O)C(C)Br.O=CNc1cc(Cl)cc(NC=O)c1.